From a dataset of Full USPTO retrosynthesis dataset with 1.9M reactions from patents (1976-2016). Predict the reactants needed to synthesize the given product. Given the product [F:19][C:20]1[C:25]([O:26][CH3:27])=[CH:24][CH:23]=[CH:22][C:21]=1[C:2]1[S:6][C:5]([C:7]([N:9]([CH2:11][C:12]2[CH:17]=[CH:16][CH:15]=[C:14]([OH:18])[CH:13]=2)[CH3:10])=[O:8])=[CH:4][CH:3]=1, predict the reactants needed to synthesize it. The reactants are: Br[C:2]1[S:6][C:5]([C:7]([N:9]([CH2:11][C:12]2[CH:17]=[CH:16][CH:15]=[C:14]([OH:18])[CH:13]=2)[CH3:10])=[O:8])=[CH:4][CH:3]=1.[F:19][C:20]1[C:25]([O:26][CH3:27])=[CH:24][CH:23]=[CH:22][C:21]=1B(O)O.